Dataset: Reaction yield outcomes from USPTO patents with 853,638 reactions. Task: Predict the reaction yield, written as a fraction of the theoretical maximum amount of product (1.0 means a 100% yield; for example, 0.34 means a 34% yield). (1) The reactants are [CH3:1][N:2]([CH2:46][CH2:47][N:48]1[CH2:53][CH2:52][NH:51][CH2:50][CH2:49]1)[C:3](=[O:45])[C:4]1[CH:44]=[CH:43][CH:42]=[C:6]([C:7]([NH:9][C:10]2[CH:15]=[CH:14][C:13]([N:16]3[CH2:21][CH2:20][CH2:19][CH2:18][CH2:17]3)=[CH:12][C:11]=2[C:22]2[CH:27]=[C:26]([C:28](=[O:41])[NH:29][CH2:30][C:31]3[CH:36]=[CH:35][CH:34]=[C:33]([C:37]([F:40])([F:39])[F:38])[CH:32]=3)[CH:25]=[CH:24][N:23]=2)=[O:8])[CH:5]=1.C(N(CC)CC)C.[CH3:61][S:62](Cl)(=[O:64])=[O:63]. The product is [CH3:1][N:2]([CH2:46][CH2:47][N:48]1[CH2:53][CH2:52][N:51]([S:62]([CH3:61])(=[O:64])=[O:63])[CH2:50][CH2:49]1)[C:3](=[O:45])[C:4]1[CH:44]=[CH:43][CH:42]=[C:6]([C:7]([NH:9][C:10]2[CH:15]=[CH:14][C:13]([N:16]3[CH2:21][CH2:20][CH2:19][CH2:18][CH2:17]3)=[CH:12][C:11]=2[C:22]2[CH:27]=[C:26]([C:28](=[O:41])[NH:29][CH2:30][C:31]3[CH:36]=[CH:35][CH:34]=[C:33]([C:37]([F:39])([F:40])[F:38])[CH:32]=3)[CH:25]=[CH:24][N:23]=2)=[O:8])[CH:5]=1. The catalyst is ClCCl. The yield is 0.500. (2) The reactants are ClC1C=CC2SC=C(CN3CCN(C4SC(C(O)=O)=C(C)N=4)C3=O)C=2C=1.[N:27]1[S:28][N:29]=[C:30]2[CH:35]=[C:34]([CH2:36][N:37]3[CH2:41][CH2:40][N:39]([C:42]4[S:43][C:44]([C:48]([OH:50])=O)=[C:45]([CH3:47])[N:46]=4)[C:38]3=[O:51])[CH:33]=[CH:32][C:31]=12.[NH2:52][CH2:53][C:54]1[CH:55]=[N:56][CH:57]=[CH:58][CH:59]=1. No catalyst specified. The product is [N:27]1[S:28][N:29]=[C:30]2[CH:35]=[C:34]([CH2:36][N:37]3[CH2:41][CH2:40][N:39]([C:42]4[S:43][C:44]([C:48]([NH:52][CH2:53][C:54]5[CH:55]=[N:56][CH:57]=[CH:58][CH:59]=5)=[O:50])=[C:45]([CH3:47])[N:46]=4)[C:38]3=[O:51])[CH:33]=[CH:32][C:31]=12. The yield is 0.440.